Dataset: Forward reaction prediction with 1.9M reactions from USPTO patents (1976-2016). Task: Predict the product of the given reaction. (1) Given the reactants [C:1]([O:5][C:6](=[O:50])[N:7]([C@H:9]([C:11](=[O:49])[NH:12][C@@H:13]1[C:19](=[O:20])[N:18]([CH2:21][C:22]2[C:31]3[C:26](=[CH:27][CH:28]=[CH:29][CH:30]=3)[CH:25]=[CH:24][C:23]=2[O:32][CH3:33])[C:17]2[CH:34]=[CH:35][CH:36]=[CH:37][C:16]=2[N:15]([C:38](=[O:48])[C:39]2[CH:44]=[CH:43][C:42]([N+:45]([O-])=O)=[CH:41][CH:40]=2)[CH2:14]1)[CH3:10])[CH3:8])([CH3:4])([CH3:3])[CH3:2], predict the reaction product. The product is: [C:1]([O:5][C:6](=[O:50])[N:7]([C@H:9]([C:11](=[O:49])[NH:12][C@@H:13]1[C:19](=[O:20])[N:18]([CH2:21][C:22]2[C:31]3[C:26](=[CH:27][CH:28]=[CH:29][CH:30]=3)[CH:25]=[CH:24][C:23]=2[O:32][CH3:33])[C:17]2[CH:34]=[CH:35][CH:36]=[CH:37][C:16]=2[N:15]([C:38](=[O:48])[C:39]2[CH:40]=[CH:41][C:42]([NH2:45])=[CH:43][CH:44]=2)[CH2:14]1)[CH3:10])[CH3:8])([CH3:2])([CH3:3])[CH3:4]. (2) Given the reactants [NH2:1][C:2]1[C:11]([C:12]#[N:13])=[C:10]([NH:14][CH2:15][C:16]2[CH:21]=[CH:20][CH:19]=[CH:18][CH:17]=2)[C:9]2[C:4](=[CH:5][CH:6]=[C:7]([N:22]3[CH2:27][CH2:26][N:25]([C:28](=[O:30])[CH3:29])[CH2:24][CH2:23]3)[CH:8]=2)[N:3]=1.[CH3:31][O:32][C:33]1[CH:34]=[C:35]([CH:39]=[CH:40][CH:41]=1)[C:36](Cl)=[O:37], predict the reaction product. The product is: [CH3:31][O:32][C:33]1[CH:34]=[C:35]([CH:39]=[CH:40][CH:41]=1)[C:36]([NH:1][C:2]1[C:11]([C:12]#[N:13])=[C:10]([NH:14][CH2:15][C:16]2[CH:17]=[CH:18][CH:19]=[CH:20][CH:21]=2)[C:9]2[C:4](=[CH:5][CH:6]=[C:7]([N:22]3[CH2:23][CH2:24][N:25]([C:28](=[O:30])[CH3:29])[CH2:26][CH2:27]3)[CH:8]=2)[N:3]=1)=[O:37]. (3) Given the reactants [NH2:1][C:2]1[N:3]=[C:4](Cl)[C:5]2[CH:10]=[CH:9][N:8]([C@@H:11]3[O:17][C@H:16]([CH2:18][OH:19])[C@@H:14]([OH:15])[C@@:12]3([CH3:20])[OH:13])[C:6]=2[N:7]=1.[NH3:22], predict the reaction product. The product is: [NH2:1][C:2]1[N:3]=[C:4]([NH2:22])[C:5]2[CH:10]=[CH:9][N:8]([C@@H:11]3[O:17][C@H:16]([CH2:18][OH:19])[C@@H:14]([OH:15])[C@@:12]3([CH3:20])[OH:13])[C:6]=2[N:7]=1. (4) The product is: [CH2:1]([C:3]1[C:7]([N+:8]([O-:10])=[O:9])=[C:6]([C:11]([NH2:13])=[O:12])[N:5]([CH2:27][CH2:28][N:29]2[CH2:34][CH2:33][O:32][CH2:31][CH2:30]2)[N:4]=1)[CH3:2]. Given the reactants [CH2:1]([C:3]1[C:7]([N+:8]([O-:10])=[O:9])=[C:6]([C:11]([NH2:13])=[O:12])[NH:5][N:4]=1)[CH3:2].C(=O)([O-])[O-].[K+].[K+].C(=O)([O-])[O-].[Cs+].[Cs+].Cl[CH2:27][CH2:28][N:29]1[CH2:34][CH2:33][O:32][CH2:31][CH2:30]1.Cl, predict the reaction product. (5) Given the reactants [CH3:1][N:2]([CH3:35])[CH2:3][CH2:4][CH2:5][S:6]([N:9]1[CH2:14][CH2:13][CH:12]([C:15]2[C:23]3[C:18](=[C:19]([C:32]([NH2:34])=[O:33])[CH:20]=[C:21]([C:24]4[CH:29]=[CH:28][CH:27]=[C:26]([CH2:30][OH:31])[CH:25]=4)[CH:22]=3)[NH:17][CH:16]=2)[CH2:11][CH2:10]1)(=[O:8])=[O:7], predict the reaction product. The product is: [CH3:35][N:2]([CH3:1])[CH2:3][CH2:4][CH2:5][S:6]([N:9]1[CH2:14][CH2:13][CH:12]([C:15]2[C:23]3[C:18](=[C:19]([C:32]([NH2:34])=[O:33])[CH:20]=[C:21]([C:24]4[CH:29]=[CH:28][CH:27]=[C:26]([CH:30]=[O:31])[CH:25]=4)[CH:22]=3)[NH:17][CH:16]=2)[CH2:11][CH2:10]1)(=[O:8])=[O:7]. (6) Given the reactants [NH2:1][C:2]1[CH:7]=[CH:6][CH:5]=[CH:4][C:3]=1[NH:8][S:9]([C:12]1[S:16][C:15]2[CH:17]=[CH:18][CH:19]=[CH:20][C:14]=2[CH:13]=1)(=[O:11])=[O:10].[CH3:21][O:22][C:23]1[CH:28]=[C:27]([N+:29]([O-:31])=[O:30])[CH:26]=[CH:25][C:24]=1[S:32](Cl)(=[O:34])=[O:33], predict the reaction product. The product is: [CH3:21][O:22][C:23]1[CH:28]=[C:27]([N+:29]([O-:31])=[O:30])[CH:26]=[CH:25][C:24]=1[S:32]([NH:1][C:2]1[CH:7]=[CH:6][CH:5]=[CH:4][C:3]=1[NH:8][S:9]([C:12]1[S:16][C:15]2[CH:17]=[CH:18][CH:19]=[CH:20][C:14]=2[CH:13]=1)(=[O:11])=[O:10])(=[O:34])=[O:33].